Regression. Given two drug SMILES strings and cell line genomic features, predict the synergy score measuring deviation from expected non-interaction effect. From a dataset of NCI-60 drug combinations with 297,098 pairs across 59 cell lines. (1) Drug 1: CC1=C(C=C(C=C1)NC2=NC=CC(=N2)N(C)C3=CC4=NN(C(=C4C=C3)C)C)S(=O)(=O)N.Cl. Drug 2: CN1CCC(CC1)COC2=C(C=C3C(=C2)N=CN=C3NC4=C(C=C(C=C4)Br)F)OC. Cell line: NCI-H460. Synergy scores: CSS=-1.98, Synergy_ZIP=6.38, Synergy_Bliss=-0.0788, Synergy_Loewe=-5.45, Synergy_HSA=-3.12. (2) Drug 1: C1=CC(=CC=C1CCC2=CNC3=C2C(=O)NC(=N3)N)C(=O)NC(CCC(=O)O)C(=O)O. Drug 2: CC1C(C(=O)NC(C(=O)N2CCCC2C(=O)N(CC(=O)N(C(C(=O)O1)C(C)C)C)C)C(C)C)NC(=O)C3=C4C(=C(C=C3)C)OC5=C(C(=O)C(=C(C5=N4)C(=O)NC6C(OC(=O)C(N(C(=O)CN(C(=O)C7CCCN7C(=O)C(NC6=O)C(C)C)C)C)C(C)C)C)N)C. Cell line: UACC62. Synergy scores: CSS=8.74, Synergy_ZIP=-4.46, Synergy_Bliss=-1.60, Synergy_Loewe=-1.28, Synergy_HSA=-1.11. (3) Drug 1: CC1=CC2C(CCC3(C2CCC3(C(=O)C)OC(=O)C)C)C4(C1=CC(=O)CC4)C. Drug 2: CC1=C2C(C(=O)C3(C(CC4C(C3C(C(C2(C)C)(CC1OC(=O)C(C(C5=CC=CC=C5)NC(=O)OC(C)(C)C)O)O)OC(=O)C6=CC=CC=C6)(CO4)OC(=O)C)O)C)O. Cell line: TK-10. Synergy scores: CSS=27.9, Synergy_ZIP=12.0, Synergy_Bliss=13.5, Synergy_Loewe=-20.9, Synergy_HSA=9.61. (4) Drug 1: CC1=CC2C(CCC3(C2CCC3(C(=O)C)OC(=O)C)C)C4(C1=CC(=O)CC4)C. Drug 2: CN(CC1=CN=C2C(=N1)C(=NC(=N2)N)N)C3=CC=C(C=C3)C(=O)NC(CCC(=O)O)C(=O)O. Cell line: SF-295. Synergy scores: CSS=35.4, Synergy_ZIP=2.16, Synergy_Bliss=-1.31, Synergy_Loewe=-24.7, Synergy_HSA=-5.18. (5) Drug 1: C1=NC(=NC(=O)N1C2C(C(C(O2)CO)O)O)N. Drug 2: CC12CCC3C(C1CCC2OP(=O)(O)O)CCC4=C3C=CC(=C4)OC(=O)N(CCCl)CCCl.[Na+]. Cell line: NCI-H460. Synergy scores: CSS=68.2, Synergy_ZIP=-3.73, Synergy_Bliss=-4.84, Synergy_Loewe=-32.8, Synergy_HSA=-3.06.